Dataset: Peptide-MHC class I binding affinity with 185,985 pairs from IEDB/IMGT. Task: Regression. Given a peptide amino acid sequence and an MHC pseudo amino acid sequence, predict their binding affinity value. This is MHC class I binding data. (1) The peptide sequence is PLILAYFPVFRFL. The MHC is HLA-A01:01 with pseudo-sequence HLA-A01:01. The binding affinity (normalized) is 0.0751. (2) The binding affinity (normalized) is 0.928. The MHC is HLA-B15:01 with pseudo-sequence HLA-B15:01. The peptide sequence is NIFPFFVAF.